This data is from Drug-target binding data from BindingDB using Ki measurements. The task is: Regression. Given a target protein amino acid sequence and a drug SMILES string, predict the binding affinity score between them. We predict pKi (pKi = -log10(Ki in M); higher means stronger inhibition). Dataset: bindingdb_ki. (1) The small molecule is CC(C)CN(C[C@@H](O)[C@H](Cc1ccccc1)NC(=O)O[C@H]1CO[C@H]2OCC[C@@H]12)S(=O)(=O)c1ccc(N)cc1. The target protein sequence is PQITLWKRPLVTVKIGGQLREALLDTGADDTVLEDINLPGKWKPKMIGGIGGFIKVKQYEQVLIEICGKKAIGTVLVGPTPVNIIGRNMLTQIGCTLNF. The pKi is 10.0. (2) The drug is Cn1cc(C(=O)OCC2CCN(CCNS(C)(=O)=O)CC2)c2ccccc21. The target protein sequence is MFLSSLCSLSDYVWPLPRYLCPVWISLDVLFSTASIMHLCAISLDRYVAIRNPIEHSRFNSRTKAIMKIAIVWAISLGVSVPIPVIGLRDEDKVFVNNTTCVLNDPNFVLIGSFVAFFIPLTIMVITYCLTIHVLRRQALMLLRGHTEEPPGISLDFLKCCKRNTDEESAANPNQDLNPRRRKKKERRPRGTMQAINNERKASKVLGIVFFVFLIMWCPFFITNILSVLCGKACNQKLMEKLLNVFVWIGYVCSGINPLVYTLFNKVYRRAFSNYLRCNYKADKKPPIRQIPRVAATALSGRELNVNIYRHTNEPVIKKADDNEPGIEMQVENLELPVNPSNVVSERISSV. The pKi is 5.0. (3) The drug is CN(C(=O)c1ccc(C#Cc2cccc(F)c2)cn1)C(C)(C)C. The target protein sequence is MVLLLILSVLLLKEDVRGSAQSSERRVVAHMPGDIIIGALFSVHHQPTVDKVHERKCGAVREQYGIQRVEAMLHTLERINSDPTLLPNITLGCEIRDSCWHSAVALEQSIEFIRDSLISSEEEEGLVRCVDGSSSSFRSKKPIVGVIGPGSSSVAIQVQNLLQLFNIPQIAYSATSMDLSDKTLFKYFMRVVPSDAQQARAMVDIVKRYNWTYVSAVHTEGNYGESGMEAFKDMSAKEGICIAHSYKIYSNAGEQSFDKLLKKLTSHLPKARVVACFCEGMTVRGLLMAMRRLGLAGEFLLLGSDGWADRYDVTDGYQREAVGGITIKLQSPDVKWFDDYYLKLRPETNHRNPWFQEFWQHRFQCRLEGFPQENSKYNKTCNSSLTLKTHHVQDSKMGFVINAIYSMAYGLHNMQMSLCPGYAGLCDAMKPIDGRKLLESLMKTNFTGVSGDTILFDENGDSPGRYEIMNFKEMGKDYFDYINVGSWDNGELKMDDDEVW.... The pKi is 7.5. (4) The drug is Cc1cn([C@H]2C[C@H](OCc3ccccc3)[C@@H](CO)O2)c(=O)[nH]c1=O. The target protein (P27158) has sequence MSYINLPTVLPISPSKTRGQIQVILGPMFSGKSTELMRRVRRFQIAQYKCLVIKYAKDTRYSNSFSTHDRNTMDALPACMLKDVAQEALGVAVIGIDEGQFFPDIVDFCETMANTGKTVIV. The pKi is 4.9.